This data is from Aqueous solubility values for 9,982 compounds from the AqSolDB database. The task is: Regression/Classification. Given a drug SMILES string, predict its absorption, distribution, metabolism, or excretion properties. Task type varies by dataset: regression for continuous measurements (e.g., permeability, clearance, half-life) or binary classification for categorical outcomes (e.g., BBB penetration, CYP inhibition). For this dataset (solubility_aqsoldb), we predict Y. (1) The molecule is Cc1ccc(C(=O)c2cc(O)c(O)c([N+](=O)[O-])c2)cc1. The Y is -4.17 log mol/L. (2) The drug is O=C1CCCCCN1C(=O)Nc1ccc(Cc2ccc(NC(=O)N3CCCCCC3=O)cc2)cc1. The Y is -7.76 log mol/L.